Dataset: Forward reaction prediction with 1.9M reactions from USPTO patents (1976-2016). Task: Predict the product of the given reaction. (1) Given the reactants C[O:2][C:3](=[O:41])[CH:4]([F:40])[CH2:5][NH:6][C:7](=[O:39])[C:8]1[CH:13]=[CH:12][C:11]([CH:14]([NH:27][C:28]([NH:30][C:31]2[CH:36]=[C:35]([Cl:37])[CH:34]=[C:33]([Cl:38])[CH:32]=2)=[O:29])[C:15]2[CH:20]=[CH:19][C:18]([C:21]3[CH2:26][CH2:25][CH2:24][CH2:23][CH:22]=3)=[CH:17][CH:16]=2)=[CH:10][CH:9]=1, predict the reaction product. The product is: [C:21]1([C:18]2[CH:17]=[CH:16][C:15]([CH:14]([NH:27][C:28]([NH:30][C:31]3[CH:32]=[C:33]([Cl:38])[CH:34]=[C:35]([Cl:37])[CH:36]=3)=[O:29])[C:11]3[CH:12]=[CH:13][C:8]([C:7]([NH:6][CH2:5][CH:4]([F:40])[C:3]([OH:41])=[O:2])=[O:39])=[CH:9][CH:10]=3)=[CH:20][CH:19]=2)[CH2:26][CH2:25][CH2:24][CH2:23][CH:22]=1. (2) Given the reactants [H-].[Al+3].[Li+].[H-].[H-].[H-].C1COCC1.[CH3:12][C:13]1[CH:18]=[CH:17][CH:16]=[C:15]([CH3:19])[C:14]=1[C:20]1[CH:29]=[C:28]([O:30][CH3:31])[C:27]2[C:26](=O)[N:25]([C:33]3[CH:38]=[C:37]([CH:39]([CH3:41])[CH3:40])[CH:36]=[CH:35][C:34]=3[CH3:42])[CH2:24][CH2:23][C:22]=2[N:21]=1, predict the reaction product. The product is: [CH3:19][C:15]1[CH:16]=[CH:17][CH:18]=[C:13]([CH3:12])[C:14]=1[C:20]1[CH:29]=[C:28]([O:30][CH3:31])[C:27]2[CH2:26][N:25]([C:33]3[CH:38]=[C:37]([CH:39]([CH3:40])[CH3:41])[CH:36]=[CH:35][C:34]=3[CH3:42])[CH2:24][CH2:23][C:22]=2[N:21]=1. (3) Given the reactants Br[C:2]1[CH:7]=[CH:6][C:5]([C:8]#[N:9])=[CH:4][N:3]=1.C[Sn](C)C.C[Sn](C)C.C1([As](C2C=CC=CC=2)C2C=CC=CC=2)C=CC=CC=1.Br[C:38]1[N:43]=[N:42][C:41]([N:44]([CH2:52][C:53]([C:56]2[CH:61]=[CH:60][C:59]([F:62])=[CH:58][CH:57]=2)([CH3:55])[CH3:54])[C:45](=[O:51])[O:46][C:47]([CH3:50])([CH3:49])[CH3:48])=[CH:40][CH:39]=1, predict the reaction product. The product is: [C:8]([C:5]1[CH:6]=[CH:7][C:2]([C:38]2[N:43]=[N:42][C:41]([N:44]([CH2:52][C:53]([C:56]3[CH:57]=[CH:58][C:59]([F:62])=[CH:60][CH:61]=3)([CH3:54])[CH3:55])[C:45](=[O:51])[O:46][C:47]([CH3:48])([CH3:49])[CH3:50])=[CH:40][CH:39]=2)=[N:3][CH:4]=1)#[N:9]. (4) Given the reactants [Br:1][C:2]1[CH:7]=[CH:6][N:5]=[C:4]2[N:8]([CH3:12])[CH:9]=[C:10](I)[C:3]=12.[CH3:13][N:14]1[C:22]2[C:17](=[CH:18][CH:19]=[C:20](B3OC(C)(C)C(C)(C)O3)[CH:21]=2)[CH2:16][CH2:15]1.C(=O)([O-])[O-].[Na+].[Na+], predict the reaction product. The product is: [Br:1][C:2]1[CH:7]=[CH:6][N:5]=[C:4]2[N:8]([CH3:12])[CH:9]=[C:10]([C:20]3[CH:21]=[C:22]4[C:17]([CH2:16][CH2:15][N:14]4[CH3:13])=[CH:18][CH:19]=3)[C:3]=12. (5) Given the reactants [CH3:1][C:2]1([CH3:23])[C:10]2[C:5](=[CH:6][CH:7]=[CH:8][C:9]=2[O:11][C:12]2[C:13](=O)[NH:14][C:15]3[C:20]([CH:21]=2)=[CH:19][CH:18]=[CH:17][CH:16]=3)[CH2:4][CH2:3]1.C1C=C(Cl)C=C(C(OO)=[O:32])C=1, predict the reaction product. The product is: [CH3:1][C:2]1([CH3:23])[C:10]2[C:5](=[CH:6][CH:7]=[CH:8][C:9]=2[O:11][C:12]2[CH:13]=[N+:14]([O-:32])[C:15]3[C:20]([CH:21]=2)=[CH:19][CH:18]=[CH:17][CH:16]=3)[CH2:4][CH2:3]1.